This data is from Full USPTO retrosynthesis dataset with 1.9M reactions from patents (1976-2016). The task is: Predict the reactants needed to synthesize the given product. (1) Given the product [N:16]1([S:13]([C:10]2[CH:11]=[CH:12][C:7]([C:26](=[O:28])[CH3:27])=[CH:8][C:9]=2[C:22]([F:25])([F:24])[F:23])(=[O:15])=[O:14])[CH2:21][CH2:20][O:19][CH2:18][CH2:17]1, predict the reactants needed to synthesize it. The reactants are: C([Mg]Cl)(C)C.Br[C:7]1[CH:12]=[CH:11][C:10]([S:13]([N:16]2[CH2:21][CH2:20][O:19][CH2:18][CH2:17]2)(=[O:15])=[O:14])=[C:9]([C:22]([F:25])([F:24])[F:23])[CH:8]=1.[C:26](OC(=O)C)(=[O:28])[CH3:27].C([O-])(O)=O.[Na+]. (2) Given the product [C:2]1([CH3:19])[CH:3]=[CH:4][C:5]([S:8]([N:11]2[CH2:18][CH2:17][CH2:16][C@H:12]2[C:13]([NH:25][C@H:24]([C:23]([OH:36])=[O:22])[CH2:26][C:27]2[C:35]3[C:30](=[CH:31][CH:32]=[CH:33][CH:34]=3)[NH:29][CH:28]=2)=[O:15])(=[O:9])=[O:10])=[CH:6][CH:7]=1, predict the reactants needed to synthesize it. The reactants are: O.[C:2]1([CH3:19])[CH:7]=[CH:6][C:5]([S:8]([N:11]2[CH2:18][CH2:17][CH2:16][C@H:12]2[C:13]([OH:15])=O)(=[O:10])=[O:9])=[CH:4][CH:3]=1.Cl.C[O:22][C:23](=[O:36])[C@H:24]([CH2:26][C:27]1[C:35]2[C:30](=[CH:31][CH:32]=[CH:33][CH:34]=2)[NH:29][CH:28]=1)[NH2:25].[Li+].[OH-]. (3) Given the product [NH2:1][C:2]1[N:7]2[CH:15]=[CH:16][N:8]=[C:6]2[C:5]([Cl:9])=[N:4][C:3]=1[C:10]([O:12][CH3:13])=[O:11], predict the reactants needed to synthesize it. The reactants are: [NH2:1][C:2]1[C:3]([C:10]([O:12][CH3:13])=[O:11])=[N:4][C:5]([Cl:9])=[C:6]([NH2:8])[N:7]=1.Br[CH2:15][CH:16](OC)OC. (4) Given the product [NH2:28][C:17]1[C:16]2[N:15]=[CH:14][C:13]([CH2:12][CH2:11][C:10]3[CH:29]=[CH:30][C:7]([O:6][CH2:5][C:4]4[CH:3]=[C:2]([P:35](=[O:36])([OH:40])[OH:37])[CH:34]=[CH:33][CH:32]=4)=[CH:8][C:9]=3[CH3:31])=[CH:22][C:21]=2[C:20]2[CH:23]=[CH:24][C:25]([CH3:27])=[CH:26][C:19]=2[N:18]=1, predict the reactants needed to synthesize it. The reactants are: I[C:2]1[CH:3]=[C:4]([CH:32]=[CH:33][CH:34]=1)[CH2:5][O:6][C:7]1[CH:30]=[CH:29][C:10]([CH2:11][CH2:12][C:13]2[CH:14]=[N:15][C:16]3[C:21]([CH:22]=2)=[C:20]2[CH:23]=[CH:24][C:25]([CH3:27])=[CH:26][C:19]2=[N:18][C:17]=3[NH2:28])=[C:9]([CH3:31])[CH:8]=1.[P:35](OCC)([O:40]CC)([O:37]CC)=[O:36].C[Si](Br)(C)C. (5) The reactants are: [CH:1]([Mg]Cl)([CH3:3])[CH3:2].[Cl:6][C:7]1[C:16]([C:17]2[CH:22]=[CH:21][CH:20]=[CH:19][CH:18]=2)=[C:15]([Cl:23])[C:14]2[C:9](=[CH:10][CH:11]=[C:12]([C:24]([C:26]3[N:30]([CH3:31])[CH:29]=[N:28][CH:27]=3)=[O:25])[CH:13]=2)[N:8]=1. Given the product [Cl:6][C:7]1[C:16]([C:17]2[CH:18]=[CH:19][CH:20]=[CH:21][CH:22]=2)=[C:15]([Cl:23])[C:14]2[C:9](=[CH:10][CH:11]=[C:12]([C:24]([C:26]3[N:30]([CH3:31])[CH:29]=[N:28][CH:27]=3)([OH:25])[CH:1]([CH3:3])[CH3:2])[CH:13]=2)[N:8]=1, predict the reactants needed to synthesize it. (6) Given the product [NH2:11][CH2:10][CH2:9][CH:1]([C:2]1[CH:7]=[CH:6][CH:5]=[CH:4][CH:3]=1)[OH:8], predict the reactants needed to synthesize it. The reactants are: [C:1]([CH2:9][C:10]#[N:11])(=[O:8])[C:2]1[CH:7]=[CH:6][CH:5]=[CH:4][CH:3]=1.[H-].[Al+3].[Li+].[H-].[H-].[H-]. (7) Given the product [Cl:1][C:2]1[CH:16]=[CH:15][C:14]([S:17]([N:20]2[CH2:21][CH2:22][CH2:23][CH2:24][CH2:25]2)(=[O:19])=[O:18])=[CH:13][C:3]=1[CH2:4][O:5][CH2:6][C:7]([C:26]1[CH:31]=[CH:30][CH:29]=[CH:28][CH:27]=1)=[O:8], predict the reactants needed to synthesize it. The reactants are: [Cl:1][C:2]1[CH:16]=[CH:15][C:14]([S:17]([N:20]2[CH2:25][CH2:24][CH2:23][CH2:22][CH2:21]2)(=[O:19])=[O:18])=[CH:13][C:3]=1[CH2:4][O:5][CH2:6][C:7](N(OC)C)=[O:8].[C:26]1([Mg]Br)[CH:31]=[CH:30][CH:29]=[CH:28][CH:27]=1. (8) Given the product [O:2]=[C:3]1[CH:4]=[CH:5][C:6](/[CH:9]=[CH:10]/[C:11]2[C:19]3[C:14](=[CH:15][CH:16]=[CH:17][CH:18]=3)[NH:13][N:12]=2)=[CH:7][NH:8]1, predict the reactants needed to synthesize it. The reactants are: C[O:2][C:3]1[N:8]=[CH:7][C:6](/[CH:9]=[CH:10]/[C:11]2[C:19]3[C:14](=[CH:15][CH:16]=[CH:17][CH:18]=3)[NH:13][N:12]=2)=[CH:5][CH:4]=1.Br.C(=O)([O-])O.[Na+]. (9) Given the product [Br:1][C:2]1[C:3]([C:7](=[O:8])[N:9]([CH3:11])[CH3:10])=[N:4][N:5]([CH:23]2[CH2:28][CH2:27][N:26]([C:29]([O:31][C:32]([CH3:35])([CH3:34])[CH3:33])=[O:30])[CH2:25][CH2:24]2)[CH:6]=1, predict the reactants needed to synthesize it. The reactants are: [Br:1][C:2]1[C:3]([C:7]([N:9]([CH3:11])[CH3:10])=[O:8])=[N:4][NH:5][CH:6]=1.C(=O)([O-])[O-].[K+].[K+].CS(O[CH:23]1[CH2:28][CH2:27][N:26]([C:29]([O:31][C:32]([CH3:35])([CH3:34])[CH3:33])=[O:30])[CH2:25][CH2:24]1)(=O)=O.